Predict the product of the given reaction. From a dataset of Forward reaction prediction with 1.9M reactions from USPTO patents (1976-2016). (1) The product is: [CH:11]1[C:10]2[C:15]3[CH:20]=[CH:19][CH:18]=[CH:17][C:16]=3[Se:8][C:9]=2[CH:14]=[CH:13][CH:12]=1. Given the reactants [C:10]1([C:15]2[CH:16]=[CH:17][CH:18]=[CH:19][CH:20]=2)[CH:11]=[CH:12][CH:13]=[CH:14][C:9]=1[Se:8][Se:8][C:9]1[CH:14]=[CH:13][CH:12]=[CH:11][C:10]=1[C:15]1[CH:20]=[CH:19][CH:18]=[CH:17][CH:16]=1.BrBr, predict the reaction product. (2) Given the reactants [N+:1]([C:4]1[N:9]=[CH:8][C:7]([O:10][C:11]2[CH:16]=[CH:15][N:14]=[C:13]([NH:17][C:18](=[O:24])[O:19][C:20]([CH3:23])([CH3:22])[CH3:21])[CH:12]=2)=[CH:6][CH:5]=1)([O-])=O.[NH4+].[Cl-], predict the reaction product. The product is: [NH2:1][C:4]1[N:9]=[CH:8][C:7]([O:10][C:11]2[CH:16]=[CH:15][N:14]=[C:13]([NH:17][C:18](=[O:24])[O:19][C:20]([CH3:22])([CH3:21])[CH3:23])[CH:12]=2)=[CH:6][CH:5]=1. (3) Given the reactants [I-].[Na+].O.O.O.C([O-])(=O)C.[Na+].[CH3:11][O:12][C:13]1[CH:19]=[CH:18][C:16]([NH2:17])=[CH:15][CH:14]=1.Br[CH2:21][C:22]([O:24][CH2:25][CH3:26])=[O:23], predict the reaction product. The product is: [CH3:11][O:12][C:13]1[CH:19]=[CH:18][C:16]([NH:17][CH2:21][C:22]([O:24][CH2:25][CH3:26])=[O:23])=[CH:15][CH:14]=1. (4) Given the reactants [CH3:1][C:2]1[CH:7]=[CH:6][CH:5]=[C:4]([CH3:8])[C:3]=1[NH:9][C:10]1[C:18]2[C:13](=[N:14][C:15]([NH:19][C:20]3[CH:25]=[CH:24][CH:23]=[CH:22][CH:21]=3)=[N:16][CH:17]=2)[N:12]([CH2:26][CH2:27][CH:28]([OH:31])CO)[N:11]=1, predict the reaction product. The product is: [CH3:8][C:4]1[CH:5]=[CH:6][CH:7]=[C:2]([CH3:1])[C:3]=1[NH:9][C:10]1[C:18]2[C:13](=[N:14][C:15]([NH:19][C:20]3[CH:21]=[CH:22][CH:23]=[CH:24][CH:25]=3)=[N:16][CH:17]=2)[N:12]([CH2:26][CH2:27][CH:28]=[O:31])[N:11]=1. (5) The product is: [F:1][C:2]1[CH:10]=[C:9]2[C:5]([C:6]([C:11]3[CH:12]=[CH:13][C:14]([NH:17][C:27](=[O:28])[C@@H:19]([NH:18][C:30](=[O:31])[O:32][C:33]([CH3:34])([CH3:35])[CH3:36])[CH2:20][C:21]4[CH:26]=[CH:25][CH:24]=[CH:23][CH:22]=4)=[N:15][CH:16]=3)=[CH:7][NH:8]2)=[CH:4][CH:3]=1. Given the reactants [F:1][C:2]1[CH:10]=[C:9]2[C:5]([C:6]([C:11]3[CH:12]=[CH:13][C:14]([NH2:17])=[N:15][CH:16]=3)=[CH:7][NH:8]2)=[CH:4][CH:3]=1.[NH:18]([C:30]([O:32][C:33]([CH3:36])([CH3:35])[CH3:34])=[O:31])[C@H:19]([C:27](O)=[O:28])[CH2:20][C:21]1[CH:26]=[CH:25][CH:24]=[CH:23][CH:22]=1, predict the reaction product.